This data is from Full USPTO retrosynthesis dataset with 1.9M reactions from patents (1976-2016). The task is: Predict the reactants needed to synthesize the given product. (1) Given the product [CH2:1]([C:8]1[S:12][C:11]([C:13]2[CH:18]=[C:17]([F:19])[CH:16]=[CH:15][C:14]=2[F:20])=[N:10][C:9]=1[C@H:21]([NH2:26])[C:22]([CH3:24])([CH3:23])[CH3:25])[C:2]1[CH:3]=[CH:4][CH:5]=[CH:6][CH:7]=1, predict the reactants needed to synthesize it. The reactants are: [CH2:1]([C:8]1[S:12][C:11]([C:13]2[CH:18]=[C:17]([F:19])[CH:16]=[CH:15][C:14]=2[F:20])=[N:10][C:9]=1[C@H:21]([NH:26][S@@](C(C)(C)C)=O)[C:22]([CH3:25])([CH3:24])[CH3:23])[C:2]1[CH:7]=[CH:6][CH:5]=[CH:4][CH:3]=1.CO.Cl.O1CCOCC1. (2) Given the product [CH2:1]([C:6]1[CH:11]=[CH:10][C:9]([CH2:12][CH2:13][N:14]2[C:18]([CH3:19])=[CH:17][CH:16]=[C:15]2[C:20]2[CH:25]=[CH:24][C:23]([O:26][C@H:28]([CH2:34][C:35]3[CH:36]=[CH:37][CH:38]=[CH:39][CH:40]=3)[C:29]([O:31][CH2:32][CH3:33])=[O:30])=[CH:22][CH:21]=2)=[CH:8][CH:7]=1)[CH2:2][CH2:3][CH2:4][CH3:5], predict the reactants needed to synthesize it. The reactants are: [CH2:1]([C:6]1[CH:11]=[CH:10][C:9]([CH2:12][CH2:13][N:14]2[C:18]([CH3:19])=[CH:17][CH:16]=[C:15]2[C:20]2[CH:25]=[CH:24][C:23]([OH:26])=[CH:22][CH:21]=2)=[CH:8][CH:7]=1)[CH2:2][CH2:3][CH2:4][CH3:5].O[C@@H:28]([CH2:34][C:35]1[CH:40]=[CH:39][CH:38]=[CH:37][CH:36]=1)[C:29]([O:31][CH2:32][CH3:33])=[O:30].N(C(N1CCCCC1)=O)=NC(N1CCCCC1)=O.C1(P(C2C=CC=CC=2)C2C=CC=CC=2)C=CC=CC=1. (3) Given the product [CH3:13][O:14][C:15]1[CH:20]=[CH:19][C:18]([C:6]2[CH:5]=[C:4]([C:9]([F:12])([F:11])[F:10])[CH:3]=[C:2]([NH2:1])[CH:7]=2)=[CH:17][CH:16]=1, predict the reactants needed to synthesize it. The reactants are: [NH2:1][C:2]1[CH:3]=[C:4]([C:9]([F:12])([F:11])[F:10])[CH:5]=[C:6](Br)[CH:7]=1.[CH3:13][O:14][C:15]1[CH:20]=[CH:19][C:18](B(O)O)=[CH:17][CH:16]=1. (4) The reactants are: [O:1]1[C:5]2([CH2:10][CH2:9][C:8]([C:11]3[C:19]4[C:14](=[CH:15][CH:16]=[CH:17][CH:18]=4)[NH:13][CH:12]=3)=[CH:7][CH2:6]2)[O:4][CH2:3][CH2:2]1. Given the product [O:4]1[C:5]2([CH2:6][CH2:7][CH:8]([C:11]3[C:19]4[C:14](=[CH:15][CH:16]=[CH:17][CH:18]=4)[NH:13][CH:12]=3)[CH2:9][CH2:10]2)[O:1][CH2:2][CH2:3]1, predict the reactants needed to synthesize it. (5) The reactants are: [NH2:1][C:2]1[C:3]([OH:17])=[C:4]([C:8]2[CH:13]=[CH:12][CH:11]=[C:10]([C:14]([OH:16])=[O:15])[CH:9]=2)[CH:5]=[CH:6][CH:7]=1.[NH2:18]C1C=CC(C2C=CC=C(C(O)=O)C=2)=CC=1O.[CH3:35][C:36]1[CH2:37][C:38](=[O:47])[N:39]([C:41]2[CH:46]=[CH:45][CH:44]=[CH:43][CH:42]=2)[N:40]=1. Given the product [CH3:35][C:36]1[C:37](=[N:18][NH:1][C:2]2[C:3]([OH:17])=[C:4]([C:8]3[CH:13]=[CH:12][CH:11]=[C:10]([C:14]([OH:16])=[O:15])[CH:9]=3)[CH:5]=[CH:6][CH:7]=2)[C:38](=[O:47])[N:39]([C:41]2[CH:42]=[CH:43][CH:44]=[CH:45][CH:46]=2)[N:40]=1, predict the reactants needed to synthesize it. (6) Given the product [C:26]([O:25][C:23]([N:30]1[CH2:35][CH2:34][CH:33]([NH:36][C:18]2[C:17]([N+:20]([O-:22])=[O:21])=[CH:16][N:15]=[C:14]3[N:10]([S:7]([C:1]4[CH:6]=[CH:5][CH:4]=[CH:3][CH:2]=4)(=[O:9])=[O:8])[CH:11]=[CH:12][C:13]=23)[CH2:32][CH2:31]1)=[O:24])([CH3:29])([CH3:27])[CH3:28], predict the reactants needed to synthesize it. The reactants are: [C:1]1([S:7]([N:10]2[C:14]3=[N:15][CH:16]=[C:17]([N+:20]([O-:22])=[O:21])[C:18](Cl)=[C:13]3[CH:12]=[CH:11]2)(=[O:9])=[O:8])[CH:6]=[CH:5][CH:4]=[CH:3][CH:2]=1.[C:23]([N:30]1[CH2:35][CH2:34][CH:33]([NH2:36])[CH2:32][CH2:31]1)([O:25][C:26]([CH3:29])([CH3:28])[CH3:27])=[O:24].C(N(C(C)C)CC)(C)C. (7) Given the product [Cl:1][C:2]1[N:7]=[CH:6][C:5]2[N:8]=[CH:9][N:10]([CH3:11])[C:4]=2[CH:3]=1, predict the reactants needed to synthesize it. The reactants are: [Cl:1][C:2]1[N:7]=[CH:6][C:5]([NH:8][CH3:9])=[C:4]([NH2:10])[CH:3]=1.[CH:11](O)=O.O. (8) Given the product [C:33]([C:35]1[CH:51]=[CH:50][C:38]2[CH2:39][CH2:40][N:41]([C:44](=[O:49])[C:45]([F:47])([F:46])[F:48])[CH2:42][CH2:43][C:37]=2[C:36]=1[O:26][C:22](=[S:21])[N:23]([CH3:25])[CH3:24])#[N:34], predict the reactants needed to synthesize it. The reactants are: C(OC(N1CCC2C([S:21][C:22](=[O:26])[N:23]([CH3:25])[CH3:24])=C(C#N)C=CC=2CC1)=O)(C)(C)C.C(=O)([O-])[O-].[K+].[K+].[C:33]([C:35]1[CH:51]=[CH:50][C:38]2[CH2:39][CH2:40][N:41]([C:44](=[O:49])[C:45]([F:48])([F:47])[F:46])[CH2:42][CH2:43][C:37]=2[C:36]=1SC(=O)N(C)C)#[N:34].C(OC(OC(C)(C)C)=O)(OC(C)(C)C)=O. (9) Given the product [Br:15][C:11]1[CH:12]=[C:13]2[C:8]([CH2:7][CH2:6][C:5]2=[O:14])=[CH:9][CH:10]=1, predict the reactants needed to synthesize it. The reactants are: [Cl-].[Al+3].[Cl-].[Cl-].[C:5]1(=[O:14])[C:13]2[C:8](=[CH:9][CH:10]=[CH:11][CH:12]=2)[CH2:7][CH2:6]1.[Br:15]Br.